Predict the reaction yield, written as a fraction of the theoretical maximum amount of product (1.0 means a 100% yield; for example, 0.34 means a 34% yield). From a dataset of Reaction yield outcomes from USPTO patents with 853,638 reactions. (1) The reactants are [CH2:1]([C:3]1[CH:4]=[CH:5][CH:6]=[C:7]2[C:12]=1[N:11]=[CH:10][CH:9]=[CH:8]2)[CH3:2].C1C(=O)N([Br:20])C(=O)C1. The catalyst is C(Cl)(Cl)(Cl)Cl.C(OOC(=O)C1C=CC=CC=1)(=O)C1C=CC=CC=1. The product is [Br:20][CH:1]([C:3]1[CH:4]=[CH:5][CH:6]=[C:7]2[C:12]=1[N:11]=[CH:10][CH:9]=[CH:8]2)[CH3:2]. The yield is 0.780. (2) The reactants are [H-].[Na+].[C:3]([O:9][CH2:10][CH3:11])(=[O:8])[CH2:4][C:5]([CH3:7])=[O:6].[CH2:12]([O:14][CH2:15]CC(N1C2C=CC=CC=2N=N1)=O)[CH3:13].[Cl-].[NH4+].[OH-].[NH4+]. The catalyst is C1COCC1.O. The product is [CH2:12]([O:14][CH2:15][CH2:7][C:5](=[O:6])[CH2:4][C:3]([O:9][CH2:10][CH3:11])=[O:8])[CH3:13]. The yield is 0.800.